From a dataset of Catalyst prediction with 721,799 reactions and 888 catalyst types from USPTO. Predict which catalyst facilitates the given reaction. (1) The catalyst class is: 1. Reactant: [Cl-].[CH3:2][O:3][CH2:4][P+](C1C=CC=CC=1)(C1C=CC=CC=1)C1C=CC=CC=1.[CH2:24]([Li])CCC.[C:29]([O:33][C:34]([N:36]1[C:44]2[C:39](=[CH:40][CH:41]=[C:42](C=O)[CH:43]=2)[CH:38]=[C:37]1[C:47]1[CH:52]=[C:51]([C:53]2[CH:58]=[CH:57][N:56]=[CH:55][CH:54]=2)[N:50]=[N:49][C:48]=1[O:59][CH3:60])=[O:35])([CH3:32])([CH3:31])[CH3:30]. Product: [C:29]([O:33][C:34]([N:36]1[C:44]2[C:39](=[CH:40][CH:41]=[C:42]([CH:24]=[CH:4][O:3][CH3:2])[CH:43]=2)[CH:38]=[C:37]1[C:47]1[CH:52]=[C:51]([C:53]2[CH:58]=[CH:57][N:56]=[CH:55][CH:54]=2)[N:50]=[N:49][C:48]=1[O:59][CH3:60])=[O:35])([CH3:31])([CH3:30])[CH3:32]. (2) Reactant: [CH:1]1([CH2:6][CH2:7][CH2:8][OH:9])[CH2:5][CH2:4][CH2:3][CH2:2]1.C(N(CC)CC)C.[Br:17][C:18]1[CH:23]=[CH:22][C:21]([S:24](Cl)(=[O:26])=[O:25])=[CH:20][CH:19]=1. Product: [Br:17][C:18]1[CH:23]=[CH:22][C:21]([S:24]([O:9][CH2:8][CH2:7][CH2:6][CH:1]2[CH2:5][CH2:4][CH2:3][CH2:2]2)(=[O:26])=[O:25])=[CH:20][CH:19]=1. The catalyst class is: 646. (3) Reactant: B(F)(F)F.[CH2:5]([O:12][C:13]([N:15]1[CH2:19][CH2:18][CH2:17][CH:16]1[CH2:20][C:21]1[C:25]2[CH:26]=[CH:27][CH:28]=[CH:29][C:24]=2[O:23][C:22]=1[CH:30]=[CH:31][C:32](OCC)=[O:33])=[O:14])[C:6]1[CH:11]=[CH:10][CH:9]=[CH:8][CH:7]=1.CC(C[AlH]CC(C)C)C.CCOC(C)=O. Product: [CH2:5]([O:12][C:13]([N:15]1[CH2:19][CH2:18][CH2:17][CH:16]1[CH2:20][C:21]1[C:25]2[CH:26]=[CH:27][CH:28]=[CH:29][C:24]=2[O:23][C:22]=1[CH:30]=[CH:31][CH2:32][OH:33])=[O:14])[C:6]1[CH:7]=[CH:8][CH:9]=[CH:10][CH:11]=1. The catalyst class is: 2. (4) Reactant: [N:1]([CH2:4][C@H:5]([OH:16])[CH2:6][O:7][C:8]1[CH:13]=[C:12]([Cl:14])[N:11]=[N:10][C:9]=1Cl)=[N+:2]=[N-:3].[H-].[Li+].Cl. Product: [N:1]([CH2:4][C@@H:5]1[O:16][C:9]2[N:10]=[N:11][C:12]([Cl:14])=[CH:13][C:8]=2[O:7][CH2:6]1)=[N+:2]=[N-:3]. The catalyst class is: 12. (5) Reactant: [Cl:1][C:2]1[CH:7]=[CH:6][C:5]([C:8]2[C:14]3[CH:15]=[C:16]([C:19]4[CH:24]=[CH:23][CH:22]=[C:21]([CH:25]=O)[CH:20]=4)[CH:17]=[CH:18][C:13]=3[N:12]3[C:27]([CH3:30])=[N:28][N:29]=[C:11]3[C@H:10]([CH2:31][C:32]([NH:34][CH2:35][CH3:36])=[O:33])[N:9]=2)=[CH:4][CH:3]=1.[NH:37]1[CH2:41][CH2:40][CH2:39][CH2:38]1.C(O[BH-](OC(=O)C)OC(=O)C)(=O)C.[Na+].C(=O)([O-])O.[Na+]. Product: [Cl:1][C:2]1[CH:3]=[CH:4][C:5]([C:8]2[C:14]3[CH:15]=[C:16]([C:19]4[CH:24]=[CH:23][CH:22]=[C:21]([CH2:25][N:37]5[CH2:41][CH2:40][CH2:39][CH2:38]5)[CH:20]=4)[CH:17]=[CH:18][C:13]=3[N:12]3[C:27]([CH3:30])=[N:28][N:29]=[C:11]3[C@H:10]([CH2:31][C:32]([NH:34][CH2:35][CH3:36])=[O:33])[N:9]=2)=[CH:6][CH:7]=1. The catalyst class is: 322.